Dataset: Cav3 T-type calcium channel HTS with 100,875 compounds. Task: Binary Classification. Given a drug SMILES string, predict its activity (active/inactive) in a high-throughput screening assay against a specified biological target. The molecule is O=C(N1CCNCC1)C(n1nnc(C(N)CC(C)C)c1)Cc1ccc(O)cc1. The result is 0 (inactive).